This data is from NCI-60 drug combinations with 297,098 pairs across 59 cell lines. The task is: Regression. Given two drug SMILES strings and cell line genomic features, predict the synergy score measuring deviation from expected non-interaction effect. (1) Drug 1: CC1C(C(CC(O1)OC2CC(CC3=C2C(=C4C(=C3O)C(=O)C5=C(C4=O)C(=CC=C5)OC)O)(C(=O)C)O)N)O.Cl. Drug 2: CC1=C(N=C(N=C1N)C(CC(=O)N)NCC(C(=O)N)N)C(=O)NC(C(C2=CN=CN2)OC3C(C(C(C(O3)CO)O)O)OC4C(C(C(C(O4)CO)O)OC(=O)N)O)C(=O)NC(C)C(C(C)C(=O)NC(C(C)O)C(=O)NCCC5=NC(=CS5)C6=NC(=CS6)C(=O)NCCC[S+](C)C)O. Cell line: SK-MEL-5. Synergy scores: CSS=19.0, Synergy_ZIP=-0.695, Synergy_Bliss=7.71, Synergy_Loewe=3.48, Synergy_HSA=5.71. (2) Drug 1: C1CCN(CC1)CCOC2=CC=C(C=C2)C(=O)C3=C(SC4=C3C=CC(=C4)O)C5=CC=C(C=C5)O. Drug 2: CC1CCC2CC(C(=CC=CC=CC(CC(C(=O)C(C(C(=CC(C(=O)CC(OC(=O)C3CCCCN3C(=O)C(=O)C1(O2)O)C(C)CC4CCC(C(C4)OC)O)C)C)O)OC)C)C)C)OC. Cell line: NCIH23. Synergy scores: CSS=21.7, Synergy_ZIP=2.34, Synergy_Bliss=1.45, Synergy_Loewe=-15.0, Synergy_HSA=-0.650. (3) Drug 1: COC1=CC(=CC(=C1O)OC)C2C3C(COC3=O)C(C4=CC5=C(C=C24)OCO5)OC6C(C(C7C(O6)COC(O7)C8=CC=CS8)O)O. Drug 2: CCN(CC)CCCC(C)NC1=C2C=C(C=CC2=NC3=C1C=CC(=C3)Cl)OC. Cell line: K-562. Synergy scores: CSS=70.8, Synergy_ZIP=4.05, Synergy_Bliss=3.62, Synergy_Loewe=5.35, Synergy_HSA=8.24. (4) Drug 1: CN(C)N=NC1=C(NC=N1)C(=O)N. Drug 2: CN(CC1=CN=C2C(=N1)C(=NC(=N2)N)N)C3=CC=C(C=C3)C(=O)NC(CCC(=O)O)C(=O)O. Cell line: NCI-H460. Synergy scores: CSS=34.1, Synergy_ZIP=-3.88, Synergy_Bliss=-4.32, Synergy_Loewe=-4.69, Synergy_HSA=-2.69. (5) Drug 1: C1CCC(CC1)NC(=O)N(CCCl)N=O. Drug 2: CC1=C(C=C(C=C1)NC(=O)C2=CC=C(C=C2)CN3CCN(CC3)C)NC4=NC=CC(=N4)C5=CN=CC=C5. Cell line: CAKI-1. Synergy scores: CSS=27.0, Synergy_ZIP=1.73, Synergy_Bliss=6.35, Synergy_Loewe=0.131, Synergy_HSA=0.887. (6) Drug 1: CC1=C2C(C(=O)C3(C(CC4C(C3C(C(C2(C)C)(CC1OC(=O)C(C(C5=CC=CC=C5)NC(=O)OC(C)(C)C)O)O)OC(=O)C6=CC=CC=C6)(CO4)OC(=O)C)OC)C)OC. Drug 2: C1CCN(CC1)CCOC2=CC=C(C=C2)C(=O)C3=C(SC4=C3C=CC(=C4)O)C5=CC=C(C=C5)O. Cell line: A498. Synergy scores: CSS=46.2, Synergy_ZIP=8.63, Synergy_Bliss=10.4, Synergy_Loewe=9.67, Synergy_HSA=11.7. (7) Drug 1: CC(C)CN1C=NC2=C1C3=CC=CC=C3N=C2N. Drug 2: C(CCl)NC(=O)N(CCCl)N=O. Cell line: HCC-2998. Synergy scores: CSS=7.46, Synergy_ZIP=-2.41, Synergy_Bliss=-1.03, Synergy_Loewe=2.33, Synergy_HSA=-2.37. (8) Synergy scores: CSS=48.4, Synergy_ZIP=0.818, Synergy_Bliss=5.23, Synergy_Loewe=-12.0, Synergy_HSA=8.74. Cell line: BT-549. Drug 1: C1C(C(OC1N2C=NC3=C(N=C(N=C32)Cl)N)CO)O. Drug 2: N.N.Cl[Pt+2]Cl. (9) Drug 1: COC1=CC(=CC(=C1O)OC)C2C3C(COC3=O)C(C4=CC5=C(C=C24)OCO5)OC6C(C(C7C(O6)COC(O7)C8=CC=CS8)O)O. Drug 2: CCN(CC)CCNC(=O)C1=C(NC(=C1C)C=C2C3=C(C=CC(=C3)F)NC2=O)C. Cell line: UACC62. Synergy scores: CSS=34.8, Synergy_ZIP=2.34, Synergy_Bliss=4.74, Synergy_Loewe=-4.58, Synergy_HSA=5.09. (10) Drug 1: CCCS(=O)(=O)NC1=C(C(=C(C=C1)F)C(=O)C2=CNC3=C2C=C(C=N3)C4=CC=C(C=C4)Cl)F. Drug 2: CCN(CC)CCNC(=O)C1=C(NC(=C1C)C=C2C3=C(C=CC(=C3)F)NC2=O)C. Cell line: NCI-H522. Synergy scores: CSS=8.11, Synergy_ZIP=0.766, Synergy_Bliss=5.78, Synergy_Loewe=2.61, Synergy_HSA=2.97.